Task: Predict the reactants needed to synthesize the given product.. Dataset: Full USPTO retrosynthesis dataset with 1.9M reactions from patents (1976-2016) (1) Given the product [CH3:14][O:13][C:11](=[O:12])[CH2:10][S:8][C:3]1[CH:4]=[CH:5][CH:6]=[CH:7][C:2]=1[Br:1], predict the reactants needed to synthesize it. The reactants are: [Br:1][C:2]1[CH:7]=[CH:6][CH:5]=[CH:4][C:3]=1[SH:8].Br[CH2:10][C:11]([O:13][CH3:14])=[O:12].N1C=CC=CC=1. (2) Given the product [NH2:8][C:5]1[CH:6]=[CH:7][C:2]([N:18]2[CH2:19][CH2:20][C:15]3([C:11](=[O:21])[N:12]([CH2:22][C:23]4[CH:28]=[CH:27][CH:26]=[CH:25][CH:24]=4)[CH2:13][CH2:14]3)[CH2:16][CH2:17]2)=[N:3][CH:4]=1, predict the reactants needed to synthesize it. The reactants are: Cl[C:2]1[CH:7]=[CH:6][C:5]([N+:8]([O-])=O)=[CH:4][N:3]=1.[C:11]1(=[O:21])[C:15]2([CH2:20][CH2:19][NH:18][CH2:17][CH2:16]2)[CH2:14][CH2:13][NH:12]1.[CH2:22](Br)[C:23]1[CH:28]=[CH:27][CH:26]=[CH:25][CH:24]=1. (3) Given the product [Cl-:1].[CH3:12][C:13]1[NH:14][C:15]2[C:20]([C:21]=1[S+:10]([CH3:11])[CH3:9])=[CH:19][CH:18]=[CH:17][CH:16]=2, predict the reactants needed to synthesize it. The reactants are: [Cl:1]N1C(=O)CCC1=O.[CH3:9][S:10][CH3:11].[CH3:12][C:13]1[NH:14][C:15]2[C:20]([CH:21]=1)=[CH:19][CH:18]=[CH:17][CH:16]=2.C(OCC)C. (4) Given the product [C:1]1([C:7]2[N:11]=[C:10]([C:12]3[CH:13]=[CH:14][CH:15]=[CH:19][C:20]=3[C:41]([NH2:37])=[O:34])[O:9][N:8]=2)[CH:2]=[CH:3][CH:4]=[CH:5][CH:6]=1, predict the reactants needed to synthesize it. The reactants are: [C:1]1([C:7]2[N:11]=[C:10]([C:12]3[CH:20]=[CH:19][C:15](C(O)=O)=[CH:14][CH:13]=3)[O:9][N:8]=2)[CH:6]=[CH:5][CH:4]=[CH:3][CH:2]=1.C(Cl)CCl.C1C=CC2N([OH:34])N=NC=2C=1.CC[N:37]([CH:41](C)C)C(C)C.CC(C)(C)CCN. (5) Given the product [CH2:25]([C:24]1[CH:23]=[C:22]([C:27]([OH:29])=[O:28])[C:21](=[O:31])[NH:20][C:19]=1[C:15]1[CH:14]=[CH:13][C:12]2[N:11]3[CH2:33][CH2:34][NH:8][CH2:9][C:10]3=[CH:18][C:17]=2[CH:16]=1)[CH3:26], predict the reactants needed to synthesize it. The reactants are: C(OC([N:8]1[CH2:34][CH2:33][N:11]2[C:12]3[CH:13]=[CH:14][C:15]([C:19]4[C:24]([CH2:25][CH3:26])=[CH:23][C:22]([C:27]([O:29]C)=[O:28])=[C:21]([O:31]C)[N:20]=4)=[CH:16][C:17]=3[CH:18]=[C:10]2[CH2:9]1)=O)(C)(C)C.Cl. (6) Given the product [CH2:1]([O:3][C:4](=[O:32])[CH2:5][N:6]([S:37]([N:36]([CH:33]([CH3:35])[CH3:34])[CH3:41])(=[O:39])=[O:38])[CH2:7][C:8]1[CH:13]=[CH:12][CH:11]=[C:10]([O:14][CH2:15][C:16]2[N:17]=[C:18]([C:22]3[CH:23]=[CH:24][C:25]([C:28]([F:31])([F:30])[F:29])=[CH:26][CH:27]=3)[O:19][C:20]=2[CH3:21])[CH:9]=1)[CH3:2], predict the reactants needed to synthesize it. The reactants are: [CH2:1]([O:3][C:4](=[O:32])[CH2:5][NH:6][CH2:7][C:8]1[CH:13]=[CH:12][CH:11]=[C:10]([O:14][CH2:15][C:16]2[N:17]=[C:18]([C:22]3[CH:27]=[CH:26][C:25]([C:28]([F:31])([F:30])[F:29])=[CH:24][CH:23]=3)[O:19][C:20]=2[CH3:21])[CH:9]=1)[CH3:2].[CH:33]([N:36]([CH3:41])[S:37](Cl)(=[O:39])=[O:38])([CH3:35])[CH3:34].C(N(CC)CC)C.